This data is from Forward reaction prediction with 1.9M reactions from USPTO patents (1976-2016). The task is: Predict the product of the given reaction. (1) Given the reactants C(OC(=O)[NH:7][C@H:8]1[CH2:13][CH2:12][C@H:11]([O:14][CH2:15][C:16]#[N:17])[CH2:10][CH2:9]1)(C)(C)C.[F:19][C:20]([F:25])([F:24])[C:21]([OH:23])=[O:22], predict the reaction product. The product is: [F:19][C:20]([F:25])([F:24])[C:21]([OH:23])=[O:22].[NH2:7][C@H:8]1[CH2:9][CH2:10][C@H:11]([O:14][CH2:15][C:16]#[N:17])[CH2:12][CH2:13]1. (2) Given the reactants B(Br)(Br)Br.[CH3:5][O:6][C:7]1[CH:12]=[CH:11][C:10]([C:13]([C:15]2[S:16][CH:17]=[CH:18][C:19]=2[O:20]C)=[O:14])=[CH:9][CH:8]=1.ClCCl.[OH-].[Na+], predict the reaction product. The product is: [OH:20][C:19]1[CH:18]=[CH:17][S:16][C:15]=1[C:13]([C:10]1[CH:11]=[CH:12][C:7]([O:6][CH3:5])=[CH:8][CH:9]=1)=[O:14].